Dataset: Catalyst prediction with 721,799 reactions and 888 catalyst types from USPTO. Task: Predict which catalyst facilitates the given reaction. (1) Reactant: [N:1]1([CH2:8][CH2:9][OH:10])[CH2:7][CH2:6][CH2:5][NH:4][CH2:3][CH2:2]1.[CH:11]1([NH:14][C:15](=[O:41])[C:16]2[CH:21]=[C:20]([F:22])[C:19]([CH3:23])=[C:18]([C:24]3[CH:25]=[C:26]4[C:31](=[CH:32][CH:33]=3)[C:30](=[O:34])[N:29]([CH2:35][CH:36]3[CH2:38][CH2:37]3)[CH:28]=[C:27]4[CH:39]=O)[CH:17]=2)[CH2:13][CH2:12]1.C(O[BH-](OC(=O)C)OC(=O)C)(=O)C.[Na+].CO. Product: [CH:11]1([NH:14][C:15](=[O:41])[C:16]2[CH:21]=[C:20]([F:22])[C:19]([CH3:23])=[C:18]([C:24]3[CH:25]=[C:26]4[C:31](=[CH:32][CH:33]=3)[C:30](=[O:34])[N:29]([CH2:35][CH:36]3[CH2:37][CH2:38]3)[CH:28]=[C:27]4[CH2:39][N:4]3[CH2:5][CH2:6][CH2:7][N:1]([CH2:8][CH2:9][OH:10])[CH2:2][CH2:3]3)[CH:17]=2)[CH2:12][CH2:13]1. The catalyst class is: 4. (2) Reactant: [OH:1][CH2:2][CH2:3][N:4]1[CH2:9][CH2:8][NH:7][CH2:6][CH2:5]1.Br[C:11]1[N:16]=[C:15]([CH3:17])[N:14]=[C:13]([NH:18][C:19]2[S:20][C:21]([C:24]([NH:26][C:27]3[C:32]([CH3:33])=[CH:31][CH:30]=[CH:29][C:28]=3[Cl:34])=[O:25])=[CH:22][N:23]=2)[CH:12]=1.CCN(C(C)C)C(C)C. Product: [CH3:33][C:32]1[C:27]([NH:26][C:24]([C:21]2[S:20][C:19]([NH:18][C:13]3[CH:12]=[C:11]([N:7]4[CH2:8][CH2:9][N:4]([CH2:3][CH2:2][OH:1])[CH2:5][CH2:6]4)[N:16]=[C:15]([CH3:17])[N:14]=3)=[N:23][CH:22]=2)=[O:25])=[C:28]([Cl:34])[CH:29]=[CH:30][CH:31]=1. The catalyst class is: 51.